The task is: Predict which catalyst facilitates the given reaction.. This data is from Catalyst prediction with 721,799 reactions and 888 catalyst types from USPTO. (1) Reactant: [CH3:1][O:2][C:3]1[CH:8]=[C:7]([C:9]2[C:10]3[C:17]([C:18]([O:20][CH2:21][CH3:22])=[O:19])=[CH:16][N:15](COCC[Si](C)(C)C)[C:11]=3[N:12]=[CH:13][N:14]=2)[CH:6]=[C:5]([NH:31][C:32](=[O:36])[C:33]([CH3:35])=[CH2:34])[N:4]=1.C(O)(C(F)(F)F)=O. Product: [CH3:1][O:2][C:3]1[CH:8]=[C:7]([C:9]2[C:10]3[C:17]([C:18]([O:20][CH2:21][CH3:22])=[O:19])=[CH:16][NH:15][C:11]=3[N:12]=[CH:13][N:14]=2)[CH:6]=[C:5]([NH:31][C:32](=[O:36])[C:33]([CH3:35])=[CH2:34])[N:4]=1. The catalyst class is: 2. (2) Reactant: [Si]([O:8][C:9]1[CH:10]=[C:11]2[C:15](=[CH:16][CH:17]=1)[N:14]([C:18]([O:20][C:21]([CH3:24])([CH3:23])[CH3:22])=[O:19])[CH:13]=[CH:12]2)(C(C)(C)C)(C)C.CCCC[N+](CCCC)(CCCC)CCCC.[F-]. Product: [OH:8][C:9]1[CH:10]=[C:11]2[C:15](=[CH:16][CH:17]=1)[N:14]([C:18]([O:20][C:21]([CH3:24])([CH3:23])[CH3:22])=[O:19])[CH:13]=[CH:12]2. The catalyst class is: 1. (3) Reactant: C[O:2][C:3](=[O:26])[C:4]1[C:5](=[C:10]([O:14][CH2:15][C:16]2[S:20][C:19]3[CH:21]=[CH:22][CH:23]=[C:24]([F:25])[C:18]=3[CH:17]=2)[CH:11]=[CH:12][CH:13]=1)[C:6]([O:8]C)=[O:7]. Product: [F:25][C:24]1[C:18]2[CH:17]=[C:16]([CH2:15][O:14][C:10]3[CH:11]=[CH:12][CH:13]=[C:4]([C:3]([OH:26])=[O:2])[C:5]=3[C:6]([OH:8])=[O:7])[S:20][C:19]=2[CH:21]=[CH:22][CH:23]=1. The catalyst class is: 74. (4) Reactant: [OH:1][C:2]1[CH:7]=[CH:6][C:5](NCC(O)=O)=[CH:4][CH:3]=1.N1C2C(=CC=CC=2)C(=O)[C:14]1=[O:15]. Product: [OH:1][C:2]1[CH:3]=[CH:4][C:5]([CH:14]=[O:15])=[CH:6][CH:7]=1. The catalyst class is: 86. (5) Reactant: C(OC(=O)C)(=O)C.[N+:8]([O-:11])(O)=[O:9].[C:12]([C:15]1[C:19]([CH3:20])=[C:18]([C:21]2[CH:26]=[CH:25][N:24]=[CH:23][CH:22]=2)[NH:17][CH:16]=1)(=[O:14])[CH3:13].C([O-])(O)=O.[Na+]. Product: [C:12]([C:15]1[C:19]([CH3:20])=[C:18]([C:21]2[CH:26]=[CH:25][N:24]=[CH:23][CH:22]=2)[NH:17][C:16]=1[N+:8]([O-:11])=[O:9])(=[O:14])[CH3:13]. The catalyst class is: 65.